This data is from Full USPTO retrosynthesis dataset with 1.9M reactions from patents (1976-2016). The task is: Predict the reactants needed to synthesize the given product. (1) Given the product [CH3:30][O:29][C:26]1[CH:25]=[CH:24][C:23]([N:17]2[C:5]3[C:6](=[O:16])[N:7]([C:9]4[CH:10]=[CH:11][C:12]([N:44]5[CH2:45][CH2:46][NH:41][CH2:42][C:43]5=[O:47])=[CH:13][CH:14]=4)[CH2:8][CH2:3][C:4]=3[C:19]([C:20]([NH2:22])=[O:21])=[N:18]2)=[CH:28][CH:27]=1, predict the reactants needed to synthesize it. The reactants are: C([CH:3]1[CH2:8][N:7]([C:9]2[CH:14]=[CH:13][C:12](I)=[CH:11][CH:10]=2)[C:6](=[O:16])[C:5]2[N:17]([C:23]3[CH:28]=[CH:27][C:26]([O:29][CH3:30])=[CH:25][CH:24]=3)[N:18]=[C:19]([C:20]([NH2:22])=[O:21])[C:4]1=2)C.C(OC([N:41]1[CH2:46][CH2:45][NH:44][C:43](=[O:47])[CH2:42]1)=O)C1C=CC=CC=1.C([O-])([O-])=O.[K+].[K+].CS(C)=O. (2) Given the product [C:8]1([C:6]2[O:7][C:3]([CH2:2][N:18]3[C:14](=[O:24])[C:15]4[C:16](=[CH:20][CH:21]=[CH:22][CH:23]=4)[C:17]3=[O:19])=[CH:4][N:5]=2)[CH:13]=[CH:12][CH:11]=[CH:10][CH:9]=1, predict the reactants needed to synthesize it. The reactants are: Br[CH2:2][C:3]1[O:7][C:6]([C:8]2[CH:13]=[CH:12][CH:11]=[CH:10][CH:9]=2)=[N:5][CH:4]=1.[C:14]1(=[O:24])[NH:18][C:17](=[O:19])[C:16]2=[CH:20][CH:21]=[CH:22][CH:23]=[C:15]12.[K]. (3) The reactants are: [OH-].[K+].[Cl:3][C:4]1[CH:9]=[CH:8][C:7]([C:10]2[S:11][C:12]([C:16]([NH:18][CH2:19][CH:20]3[CH2:25][CH2:24][CH2:23][N:22]([C:26]4[CH:31]=[CH:30][CH:29]=[CH:28][C:27]=4[CH2:32][C:33]([O:35]C)=[O:34])[CH2:21]3)=[O:17])=[C:13]([CH3:15])[N:14]=2)=[CH:6][CH:5]=1. Given the product [Cl:3][C:4]1[CH:9]=[CH:8][C:7]([C:10]2[S:11][C:12]([C:16]([NH:18][CH2:19][CH:20]3[CH2:25][CH2:24][CH2:23][N:22]([C:26]4[CH:31]=[CH:30][CH:29]=[CH:28][C:27]=4[CH2:32][C:33]([OH:35])=[O:34])[CH2:21]3)=[O:17])=[C:13]([CH3:15])[N:14]=2)=[CH:6][CH:5]=1, predict the reactants needed to synthesize it. (4) Given the product [ClH:1].[C:14]([C:17]1[CH:22]=[CH:21][C:20]([O:11][CH:10]2[CH2:9][CH2:8][N:7]([CH3:12])[CH2:6][C:5]3[S:13][C:2]([Cl:1])=[CH:3][C:4]2=3)=[C:19]([Cl:24])[CH:18]=1)(=[O:16])[NH2:15], predict the reactants needed to synthesize it. The reactants are: [Cl:1][C:2]1[S:13][C:5]2[CH2:6][N:7]([CH3:12])[CH2:8][CH2:9][CH:10]([OH:11])[C:4]=2[CH:3]=1.[C:14]([C:17]1[CH:22]=[CH:21][C:20](F)=[C:19]([Cl:24])[CH:18]=1)(=[O:16])[NH2:15]. (5) Given the product [C:1]([O:5][C:6]([NH:8][C@@H:9]1[CH2:14][CH2:13][CH2:12][CH2:11][C@@H:10]1[NH:15][C:16]1[C:25]2[C:20](=[CH:21][CH:22]=[C:23]([O:26][CH3:27])[CH:24]=2)[N:19]=[C:18]([C:28]([OH:30])=[O:29])[N:17]=1)=[O:7])([CH3:4])([CH3:2])[CH3:3], predict the reactants needed to synthesize it. The reactants are: [C:1]([O:5][C:6]([NH:8][C@@H:9]1[CH2:14][CH2:13][CH2:12][CH2:11][C@@H:10]1[NH:15][C:16]1[C:25]2[C:20](=[CH:21][CH:22]=[C:23]([O:26][CH3:27])[CH:24]=2)[N:19]=[C:18]([C:28]([O:30]CC)=[O:29])[N:17]=1)=[O:7])([CH3:4])([CH3:3])[CH3:2].[OH-].[Na+].S([O-])(O)(=O)=O.[K+]. (6) Given the product [C:2]([C:7]1[O:11][C:10]([CH2:12][N:13]2[CH:17]=[CH:16][C:15]([NH:18][C:32]([C:28]3[N:29]=[CH:30][S:31][C:27]=3[C:23]3[CH:24]=[CH:25][CH:26]=[C:21]([C:20]([F:36])([F:19])[F:35])[CH:22]=3)=[O:33])=[N:14]2)=[CH:9][CH:8]=1)(=[O:6])[CH3:1], predict the reactants needed to synthesize it. The reactants are: [CH3:1][C:2]1([C:7]2[O:11][C:10]([CH2:12][N:13]3[CH:17]=[CH:16][C:15]([NH2:18])=[N:14]3)=[CH:9][CH:8]=2)[O:6]CCO1.[F:19][C:20]([F:36])([F:35])[C:21]1[CH:22]=[C:23]([C:27]2[S:31][CH:30]=[N:29][C:28]=2[C:32](O)=[O:33])[CH:24]=[CH:25][CH:26]=1.